This data is from Forward reaction prediction with 1.9M reactions from USPTO patents (1976-2016). The task is: Predict the product of the given reaction. (1) Given the reactants [F:1][CH2:2][CH2:3][N:4]1[CH2:9][CH2:8][CH:7]([C:10]#[N:11])[CH2:6][CH2:5]1.[ClH:12].[CH3:13][CH2:14][OH:15], predict the reaction product. The product is: [ClH:12].[F:1][CH2:2][CH2:3][N:4]1[CH2:5][CH2:6][CH:7]([C:10](=[NH:11])[O:15][CH2:14][CH3:13])[CH2:8][CH2:9]1. (2) Given the reactants [CH3:1][O:2][C:3]1[CH:8]=[CH:7][N:6]=[C:5]([NH2:9])[N:4]=1.[N+:10]([C:12]1[CH:21]=[CH:20][C:15]2[O:16][CH2:17][CH2:18][O:19][C:14]=2[CH:13]=1)#[C-:11].[Cl:22][C:23]1[CH:30]=[CH:29][CH:28]=[C:27]([F:31])[C:24]=1[CH:25]=O.[Cl-].[In+3].[Cl-].[Cl-], predict the reaction product. The product is: [Cl:22][C:23]1[CH:30]=[CH:29][CH:28]=[C:27]([F:31])[C:24]=1[C:25]1[N:9]=[C:5]2[N:6]=[CH:7][CH:8]=[C:3]([O:2][CH3:1])[N:4]2[C:11]=1[NH:10][C:12]1[CH:21]=[CH:20][C:15]2[O:16][CH2:17][CH2:18][O:19][C:14]=2[CH:13]=1. (3) Given the reactants Cl[C:2]1[N:12]=[C:11]([NH:13][C:14]2[CH:19]=[CH:18][C:17]([N:20]3[CH2:25][CH2:24][N:23]([C:26]([O:28][C:29]([CH3:32])([CH3:31])[CH3:30])=[O:27])[CH2:22][CH2:21]3)=[CH:16][C:15]=2[O:33][CH3:34])[C:5]2[C:6](=[O:10])[NH:7][N:8]=[CH:9][C:4]=2[CH:3]=1.[Cl:35][C:36]1[C:41]([Cl:42])=[C:40]([Cl:43])[CH:39]=[CH:38][C:37]=1[NH2:44].CC(C)([O-])C.[K+], predict the reaction product. The product is: [C:29]([O:28][C:26]([N:23]1[CH2:22][CH2:21][N:20]([C:17]2[CH:18]=[CH:19][C:14]([NH:13][C:11]3[C:5]4[C:6](=[O:10])[NH:7][N:8]=[CH:9][C:4]=4[CH:3]=[C:2]([NH:44][C:37]4[CH:38]=[CH:39][C:40]([Cl:43])=[C:41]([Cl:42])[C:36]=4[Cl:35])[N:12]=3)=[C:15]([O:33][CH3:34])[CH:16]=2)[CH2:25][CH2:24]1)=[O:27])([CH3:32])([CH3:30])[CH3:31]. (4) The product is: [CH2:24]([N:23]1[CH:22]=[N:21][N:20]=[C:19]1[CH2:18][S:8][C:3]1[CH:4]=[CH:5][C:6]([NH2:11])=[CH:7][CH:2]=1)[CH2:25][CH3:26]. Given the reactants N[C:2]1[CH:7]=[CH:6][CH:5]=[CH:4][C:3]=1[SH:8].C([N:11](CC)CC)C.Cl.Cl[CH2:18][C:19]1[N:23]([CH2:24][CH2:25][CH3:26])[CH:22]=[N:21][N:20]=1, predict the reaction product. (5) Given the reactants [CH3:1][O:2][CH2:3][C@@H:4]1[CH2:8][N:7](C(OC(C)(C)C)=O)[C@H:6]([C:16]2[NH:17][C:18]([C:21]3[CH:26]=[C:25]4[CH2:27][O:28][C:29]5[CH:47]=[C:46]6[C:32]([CH:33]=[CH:34][C:35]7[N:39]=[C:38]([C@@H:40]8[CH2:44][CH2:43][C@H:42]([CH3:45])[NH:41]8)[NH:37][C:36]=76)=[CH:31][C:30]=5[C:24]4=[CH:23][CH:22]=3)=[CH:19][N:20]=2)[CH2:5]1.[CH3:48][O:49][C@H:50]([CH3:60])[C@H:51]([NH:55][C:56]([O:58][CH3:59])=[O:57])[C:52](O)=[O:53].CN(C(ON1N=NC2C=CC=NC1=2)=[N+](C)C)C.F[P-](F)(F)(F)(F)F.CCN(C(C)C)C(C)C.C(=O)(O)[O-].[Na+], predict the reaction product. The product is: [CH3:59][O:58][C:56](=[O:57])[NH:55][C@@H:51]([C@H:50]([O:49][CH3:48])[CH3:60])[C:52]([N:41]1[C@@H:42]([CH3:45])[CH2:43][CH2:44][C@H:40]1[C:38]1[NH:37][C:36]2[C:46]3[C:32]([CH:33]=[CH:34][C:35]=2[N:39]=1)=[CH:31][C:30]1[C:24]2[C:25]([CH2:27][O:28][C:29]=1[CH:47]=3)=[CH:26][C:21]([C:18]1[NH:17][C:16]([C@@H:6]3[CH2:5][C@H:4]([CH2:3][O:2][CH3:1])[CH2:8][NH:7]3)=[N:20][CH:19]=1)=[CH:22][CH:23]=2)=[O:53]. (6) Given the reactants [Br:1][CH2:2][CH2:3][CH2:4][CH2:5][CH2:6][CH2:7][OH:8].[O:9]1[CH:14]=[CH:13][CH2:12][CH2:11][CH2:10]1, predict the reaction product. The product is: [Br:1][CH2:2][CH2:3][CH2:4][CH2:5][CH2:6][CH2:7][O:8][CH:10]1[CH2:11][CH2:12][CH2:13][CH2:14][O:9]1.